Dataset: Catalyst prediction with 721,799 reactions and 888 catalyst types from USPTO. Task: Predict which catalyst facilitates the given reaction. Reactant: [Br-].C1(C[P+](C2C=CC=CC=2)(C2C=CC=CC=2)C2C=CC=CC=2)CC1.C([Li])CCC.[CH3:30][CH2:31][CH2:32][CH2:33][CH2:34][CH3:35].[CH3:36][C:37]1[CH:51]=[C:50]([N+:52]([O-:54])=[O:53])[CH:49]=[CH:48][C:38]=1[O:39][C:40]1[CH:41]=C([CH:45]=[CH:46][CH:47]=1)C=O. Product: [CH:32]1([CH:33]=[CH:34][C:35]2[CH:41]=[C:40]([CH:47]=[CH:46][CH:45]=2)[O:39][C:38]2[CH:48]=[CH:49][C:50]([N+:52]([O-:54])=[O:53])=[CH:51][C:37]=2[CH3:36])[CH2:30][CH2:31]1. The catalyst class is: 7.